Dataset: Human Reference Interactome with 51,813 positive PPI pairs across 8,248 proteins, plus equal number of experimentally-validated negative pairs. Task: Binary Classification. Given two protein amino acid sequences, predict whether they physically interact or not. (1) Protein 2 (ENSG00000138600) has sequence MGPQRRLSPAGAALLWGFLLQLTAAQEAILHASGNGTTKDYCMLYNPYWTALPSTLENATSISLMNLTSTPLCNLSDIPPVGIKSKAVVVPWGSCHFLEKARIAQKGGAEAMLVVNNSVLFPPSGNRSEFPDVKILIAFISYKDFRDMNQTLGDNITVKMYSPSWPNFDYTMVVIFVIAVFTVALGGYWSGLVELENLKAVTTEDREMRKKKEEYLTFSPLTVVIFVVICCVMMVLLYFFYKWLVYVMIAIFCIASAMSLYNCLAALIHKIPYGQCTIACRGKNMEVRLIFLSGLCIAVA.... Result: 0 (the proteins do not interact). Protein 1 (ENSG00000154814) has sequence MACAAVMIPGLLRCSVGAIRIEAASLRLTLSTLRHLTLTSIMKSKRKTDHMERTASVLRREIVSAAKVCGAASESPSVKSLRLLVADQDFSFKAGQWVDFFIPGVSVVGGFSICSSPRLLEQERVIELAVKYTNHPPALWVHNTCTLDCEVAVRVGGEFFFDPQPADASRNLVLIAGGVGINPLLSILRHAADLLREQANKRNGYEIGTIKLFYSAKNTSELLFKKNILDLVNEFPEKIACSLHVTKQTTQINAELKPYITEGRITEKEIRDHISKETLFYICGPPPMTDFFSKQLENNH.... (2) Protein 1 (ENSG00000155961) has sequence MEAIWLYQFRLIVIGDSTVGKSCLIRRFTEGRFAQVSDPTVGVDFFSRLVEIEPGKRIKLQIWDTAGQERFRSITRAYYRNSVGGLLLFDITNRRSFQNVHEWLEETKVHVQPYQIVFVLVGHKCDLDTQRQVTRHEAEKLAAAYGMKYIETSARDAINVEKAFTDLTRDIYELVKRGEITIQEGWEGVKSGFVPNVVHSSEEVVKSERRCLC*. Protein 2 (ENSG00000160216) has sequence MGLLAFLKTQFVLHLLVGFVFVVSGLVINFVQLCTLALWPVSKQLYRRLNCRLAYSLWSQLVMLLEWWSCTECTLFTDQATVERFGKEHAVIILNHNFEIDFLCGWTMCERFGVLGSSKVLAKKELLYVPLIGWTWYFLEIVFCKRKWEEDRDTVVEGLRRLSDYPEYMWFLLYCEGTRFTETKHRVSMEVAAAKGLPVLKYHLLPRTKGFTTAVKCLRGTVAAVYDVTLNFRGNKNPSLLGILYGKKYEADMCVRRFPLEDIPLDEKEAAQWLHKLYQEKDALQEIYNQKGMFPGEQFK.... Result: 0 (the proteins do not interact). (3) Protein 1 (ENSG00000115806) has sequence MGSSQSVEIPGGGTEGYHVLRVQENSPGHRAGLEPFFDFIVSINGSRLNKDNDTLKDLLKANVEKPVKMLIYSSKTLELRETSVTPSNLWGGQGLLGVSIRFCSFDGANENVWHVLEVESNSPAALAGLRPHSDYIIGADTVMNESEDLFSLIETHEAKPLKLYVYNTDTDNCREVIITPNSAWGGEGSLGCGIGYGYLHRIPTRPFEEGKKISLPGQMAGTPITPLKDGFTEVQLSSVNPPSLSPPGTTGIEQSLTGLSISSTPPAVSSVLSTGVPTVPLLPPQVNQSLTSVPPMNPAT.... Protein 2 (ENSG00000131165) has sequence MDDTLFQLKFTAKQLEKLAKKAEKDSKAEQAKVKKALLQKNVECARVYAENAIRKKNEGVNWLRMASRVDAVASKVQTAVTMKGVTKNMAQVTKALDKALSTMDLQKVSSVMDRFEQQVQNLDVHTSVMEDSMSSATTLTTPQEQVDSLIMQIAEENGLEVLDQLSQLPEGASAVGESSVRSQEDQLSRRLAALRN*MDDTLFQLKFTAKQLEKLAKKAEKDSKAEQAKVKKALLQKNVECARVYAENAIRKKNEGVNWLRMASRVDAVASKVQTAVTMKGVTKNMAQVTKALDKALSTM.... Result: 1 (the proteins interact). (4) Protein 1 (ENSG00000184939) has sequence MAPRPPTAAPQESVTFKDVSVDFTQEEWYHVDPAQRSLYRDVMLENYSHLVSLGYQVSKPEVIFKLEQGEEPWISEGEIQRPFYPDWKTRPEVKSSHLQQDVSEVSHCTHDLLHATLEDSWDVSSQLDRQQENWKRHLGSEASTQKKIITPQENFEQNKFGENSRLNTNLVTQLNIPARIRPSECETLGSNLGHNADLLNENNILAKKKPYKCDKCRKAFIHRSSLTKHEKTHKGEGAFPNGTDQGIYPGKKHHECTDCGKTFLWKTQLTEHQRIHTGEKPFECNVCGKAFRHSSSLGQH.... Protein 2 (ENSG00000130208) has sequence MRLFLSLPVLVVVLSIVLEGPAPAQGTPDVSSALDKLKEFGNTLEDKARELISRIKQSELSAKMRLEPFPGHGRAGVCFWVEPWQMVQDEQIEKKTSPGEADNIPLVTQLDLKGVVFRDISESEGETQD*MRLFLSLPVLVVVLSIVLEGSGFQRHFRK*MRLFLSLPVLVVVLSIVLEGSPRLSPAGAKSAQESTSNR*MRLFLSLPVLVVVLSIVLEGPAPAQGTPDVSSALDKLKEFGNTLEDKARELISRIKQSELSAKMREWFSETFQKVKEKLKIDS*MRLFLSLPVLVVVLSI.... Result: 0 (the proteins do not interact).